Dataset: Full USPTO retrosynthesis dataset with 1.9M reactions from patents (1976-2016). Task: Predict the reactants needed to synthesize the given product. (1) Given the product [N:22]([CH2:2][CH2:3][O:4][CH2:5][CH2:6][O:7][CH2:8][CH2:9][O:10][C:11]1[CH:20]=[C:19]2[C:14]([CH:15]=[CH:16][C:17](=[O:21])[O:18]2)=[CH:13][CH:12]=1)=[N+:23]=[N-:24], predict the reactants needed to synthesize it. The reactants are: I[CH2:2][CH2:3][O:4][CH2:5][CH2:6][O:7][CH2:8][CH2:9][O:10][C:11]1[CH:20]=[C:19]2[C:14]([CH:15]=[CH:16][C:17](=[O:21])[O:18]2)=[CH:13][CH:12]=1.[N-:22]=[N+:23]=[N-:24].[Na+]. (2) Given the product [N:14]([CH2:2][C@@H:3]([OH:13])[CH2:4][O:5][C:6]1[CH:11]=[CH:10][C:9]([F:12])=[CH:8][CH:7]=1)=[N+:15]=[N-:16], predict the reactants needed to synthesize it. The reactants are: Cl[CH2:2][C@@H:3]([OH:13])[CH2:4][O:5][C:6]1[CH:11]=[CH:10][C:9]([F:12])=[CH:8][CH:7]=1.[N-:14]=[N+:15]=[N-:16].[Na+].CS(C)=O. (3) Given the product [NH2:1][C:2]1[N:7]=[C:6]([C:8]([OH:10])=[O:9])[C:5]([CH3:13])=[CH:4][CH:3]=1, predict the reactants needed to synthesize it. The reactants are: [NH2:1][C:2]1[N:7]=[C:6]([C:8]([O:10]C)=[O:9])[C:5](Br)=[CH:4][CH:3]=1.[CH3:13][Sn](C)(C)C.[Li+].[Cl-].